This data is from Full USPTO retrosynthesis dataset with 1.9M reactions from patents (1976-2016). The task is: Predict the reactants needed to synthesize the given product. Given the product [CH2:1]([O:3][C:4]([C:6]1[C:10]([CH2:13][OH:16])=[C:9]([O:11][CH:22]([F:24])[F:23])[N:8]([CH3:12])[N:7]=1)=[O:5])[CH3:2], predict the reactants needed to synthesize it. The reactants are: [CH2:1]([O:3][C:4]([C:6]1[CH:10]=[C:9]([OH:11])[N:8]([CH3:12])[N:7]=1)=[O:5])[CH3:2].[C:13](=[O:16])([O-])[O-].[K+].[K+].C=O.Cl[CH:22]([F:24])[F:23].